From a dataset of Catalyst prediction with 721,799 reactions and 888 catalyst types from USPTO. Predict which catalyst facilitates the given reaction. (1) Reactant: C(O)(C(F)(F)F)=O.[C:8]([O:24][C@:25]([CH3:76])([CH2:74][I:75])[C:26](=[O:73])[C@H:27]([CH2:69][CH:70]([CH3:72])[CH3:71])[NH:28][C:29](=[O:68])[C@H:30]([CH2:61][C:62]1[CH:67]=[CH:66][CH:65]=[CH:64][CH:63]=1)[NH:31][C:32](=[O:60])[C@H:33]([CH2:56][CH:57]([CH3:59])[CH3:58])[NH:34][C:35](=[O:55])[C@H:36]([CH2:47][CH2:48][C:49]1[CH:54]=[CH:53][CH:52]=[CH:51][CH:50]=1)[NH:37][C:38](=[O:46])[CH2:39][N:40]1[CH2:45][CH2:44][O:43][CH2:42][CH2:41]1)(=[O:23])[CH2:9][CH2:10][C:11]([O:13]CC1C=CC(OC)=CC=1)=[O:12]. Product: [CH2:61]([C@@H:30]([C:29](=[O:68])[NH:28][C@@H:27]([CH2:69][CH:70]([CH3:72])[CH3:71])[C:26](=[O:73])[C@:25]([CH2:74][I:75])([CH3:76])[O:24][C:8](=[O:23])[CH2:9][CH2:10][C:11]([OH:13])=[O:12])[NH:31][C:32](=[O:60])[C@H:33]([CH2:56][CH:57]([CH3:59])[CH3:58])[NH:34][C:35](=[O:55])[C@H:36]([CH2:47][CH2:48][C:49]1[CH:50]=[CH:51][CH:52]=[CH:53][CH:54]=1)[NH:37][C:38](=[O:46])[CH2:39][N:40]1[CH2:41][CH2:42][O:43][CH2:44][CH2:45]1)[C:62]1[CH:63]=[CH:64][CH:65]=[CH:66][CH:67]=1. The catalyst class is: 2. (2) Reactant: [Cl:1][C:2]1[CH:3]=[CH:4][CH:5]=[C:6]2[C:15]=1[N:14]=[C:13]1[N:8]([CH2:9][CH2:10][CH2:11][O:12]1)[C:7]2=[O:16].[Cl:17][C:18]1[CH:23]=[CH:22][C:21]([N:24]2[CH2:30][CH:29]3[NH:31][CH:26]([CH2:27][CH2:28]3)[CH2:25]2)=[CH:20][CH:19]=1.C(N(CC)CC)C.C1(C)C=CC(S(O)(=O)=O)=CC=1. Product: [Cl:1][C:2]1[CH:3]=[CH:4][CH:5]=[C:6]2[C:15]=1[NH:14][C:13](=[O:12])[N:8]([CH2:9][CH2:10][CH2:11][N:31]1[CH:29]3[CH2:28][CH2:27][CH:26]1[CH2:25][N:24]([C:21]1[CH:22]=[CH:23][C:18]([Cl:17])=[CH:19][CH:20]=1)[CH2:30]3)[C:7]2=[O:16]. The catalyst class is: 287. (3) Reactant: [NH2:1][CH:2]1[NH:6][C:5](=[O:7])[N:4]([CH3:8])[C:3]1=[O:9].[N:10]1[C:17]([Cl:18])=[N:16][C:14](Cl)=[N:13][C:11]=1[Cl:12].C(=O)(O)[O-].[Na+]. Product: [Cl:12][C:11]1[N:10]=[C:17]([Cl:18])[N:16]=[C:14]([NH:1][CH:2]2[NH:6][C:5](=[O:7])[N:4]([CH3:8])[C:3]2=[O:9])[N:13]=1. The catalyst class is: 10. (4) Reactant: [B:9]1([B:9]2[O:14][CH2:13][C:12]([CH3:16])([CH3:15])[CH2:11][O:10]2)[O:14][CH2:13][C:12]([CH3:16])([CH3:15])[CH2:11][O:10]1.[C:17]([C:21]1[C:25]([C:26]#[N:27])=[C:24]([C:28]2[NH:32][C:31]3[C:33]([C:38]([F:41])([F:40])[F:39])=[CH:34][C:35](Br)=[CH:36][C:30]=3[N:29]=2)[N:23]([CH3:42])[N:22]=1)([CH3:20])([CH3:19])[CH3:18].CC([O-])=O.[K+].CCOC(C)=O. Product: [C:17]([C:21]1[C:25]([C:26]#[N:27])=[C:24]([C:28]2[NH:32][C:31]3[C:33]([C:38]([F:40])([F:39])[F:41])=[CH:34][C:35]([B:9]4[O:10][CH2:11][C:12]([CH3:15])([CH3:16])[CH2:13][O:14]4)=[CH:36][C:30]=3[N:29]=2)[N:23]([CH3:42])[N:22]=1)([CH3:20])([CH3:18])[CH3:19]. The catalyst class is: 75. (5) Reactant: [Cl:1][C:2]1[CH:3]=[C:4]([OH:12])[C:5](=[CH:7][C:8]=1[N+:9]([O-:11])=[O:10])[OH:6].[H-].[Na+].[F:15][C:16]1[C:23]([F:24])=[CH:22][CH:21]=[C:20]([O:25][CH3:26])[C:17]=1[CH2:18]Br.Cl. Product: [Cl:1][C:2]1[C:8]([N+:9]([O-:11])=[O:10])=[CH:7][C:5]([O:6][CH2:18][C:17]2[C:20]([O:25][CH3:26])=[CH:21][CH:22]=[C:23]([F:24])[C:16]=2[F:15])=[C:4]([OH:12])[CH:3]=1. The catalyst class is: 35.